Dataset: Reaction yield outcomes from USPTO patents with 853,638 reactions. Task: Predict the reaction yield, written as a fraction of the theoretical maximum amount of product (1.0 means a 100% yield; for example, 0.34 means a 34% yield). (1) The product is [OH:1][C:2]1[CH:7]=[CH:6][C:5]([C:8]2[NH:16][C:15]3[C:14](=[O:25])[N:13]([CH2:26][CH2:27][CH3:28])[CH:12]=[N:11][C:10]=3[N:9]=2)=[CH:4][CH:3]=1. The reactants are [OH:1][C:2]1[CH:7]=[CH:6][C:5]([C:8]2[N:16](COCC[Si](C)(C)C)[C:15]3[C:14](=[O:25])[N:13]([CH2:26][CH2:27][CH3:28])[CH:12]=[N:11][C:10]=3[N:9]=2)=[CH:4][CH:3]=1.Cl. The yield is 0.950. The catalyst is C(O)C. (2) The reactants are [P:1]([O:13][CH2:14][N:15]1[C:19]2[N:20]=[CH:21][C:22]3[N:23]([C:24]([CH3:27])=[N:25][CH:26]=3)[C:18]=2[CH:17]=[C:16]1[C:28]1[C:36]2[C:31](=[CH:32][CH:33]=[C:34]([O:37][CH3:38])[CH:35]=2)[N:30]([CH3:39])[CH:29]=1)([O:8]C(C)(C)C)([O:3]C(C)(C)C)=[O:2].C(O)(C(F)(F)F)=O. The catalyst is C(Cl)Cl. The product is [P:1]([OH:3])([OH:8])([O:13][CH2:14][N:15]1[C:19]2[N:20]=[CH:21][C:22]3[N:23]([C:24]([CH3:27])=[N:25][CH:26]=3)[C:18]=2[CH:17]=[C:16]1[C:28]1[C:36]2[C:31](=[CH:32][CH:33]=[C:34]([O:37][CH3:38])[CH:35]=2)[N:30]([CH3:39])[CH:29]=1)=[O:2]. The yield is 0.410. (3) The reactants are [CH3:1][N:2]([CH3:12])[C:3]1[CH:4]=[C:5]([CH:9]=[CH:10][CH:11]=1)[C:6]([OH:8])=O.C(Cl)(=O)C(Cl)=O.[NH2:19][C:20]1[CH:25]=[CH:24][C:23]([N:26]2[C:32](=[O:33])[CH2:31][C:30](=[O:34])[NH:29][C:28]3[C:35]4[C:40]([CH:41]=[CH:42][C:27]2=3)=[CH:39][CH:38]=[CH:37][CH:36]=4)=[CH:22][CH:21]=1. The product is [CH3:12][N:2]([CH3:1])[C:3]1[CH:4]=[C:5]([CH:9]=[CH:10][CH:11]=1)[C:6]([NH:19][C:20]1[CH:25]=[CH:24][C:23]([N:26]2[C:32](=[O:33])[CH2:31][C:30](=[O:34])[NH:29][C:28]3[C:35]4[C:40]([CH:41]=[CH:42][C:27]2=3)=[CH:39][CH:38]=[CH:37][CH:36]=4)=[CH:22][CH:21]=1)=[O:8]. The yield is 0.370. No catalyst specified. (4) The reactants are [NH:1]1[CH:5]=[C:4]([C:6]2[C:7]([C:12]3[CH:17]=[CH:16][CH:15]=[CH:14][CH:13]=3)=[N:8][O:9][C:10]=2[CH3:11])[N:3]=[CH:2]1.[CH2:18]([O:20][C:21]1[CH:26]=[CH:25][C:24](B(O)O)=[CH:23][CH:22]=1)[CH3:19]. No catalyst specified. The product is [CH2:18]([O:20][C:21]1[CH:26]=[CH:25][C:24]([N:1]2[CH:5]=[C:4]([C:6]3[C:7]([C:12]4[CH:13]=[CH:14][CH:15]=[CH:16][CH:17]=4)=[N:8][O:9][C:10]=3[CH3:11])[N:3]=[CH:2]2)=[CH:23][CH:22]=1)[CH3:19]. The yield is 0.290. (5) The yield is 0.260. The product is [CH2:1]([O:3][CH:4]([O:23][CH2:24][CH3:25])[C:5]1[CH:22]=[CH:21][C:8]([CH:9]2[CH:31]([C:30]3[CH:33]=[CH:34][C:27]([F:26])=[CH:28][CH:29]=3)[C:13](=[O:42])[C:12]3[C:16]([C:15]([O:14][CH2:36][CH3:37])=[O:20])=[CH:17][CH:18]=[CH:19][C:11]=3[NH:10]2)=[CH:7][CH:6]=1)[CH3:2]. No catalyst specified. The reactants are [CH2:1]([O:3][CH:4]([O:23][CH2:24][CH3:25])[C:5]1[CH:22]=[CH:21][C:8](/[CH:9]=[N:10]/[C:11]2[CH:19]=[CH:18][CH:17]=[C:16]3[C:12]=2[CH2:13][O:14][C:15]3=[O:20])=[CH:7][CH:6]=1)[CH3:2].[F:26][C:27]1[CH:34]=[CH:33][C:30]([CH:31]=O)=[CH:29][CH:28]=1.[O-][CH2:36][CH3:37].[Na+].C(OCC)(=[O:42])CC.